From a dataset of Catalyst prediction with 721,799 reactions and 888 catalyst types from USPTO. Predict which catalyst facilitates the given reaction. Reactant: [ClH:1].[NH2:2][CH2:3][CH2:4][SH:5].[C:6]1([C:12]([C:20]2[CH:25]=[CH:24][CH:23]=[CH:22][CH:21]=2)([C:14]2[CH:19]=[CH:18][CH:17]=[CH:16][CH:15]=2)O)[CH:11]=[CH:10][CH:9]=[CH:8][CH:7]=1.B(F)(F)F. Product: [CH:23]1[CH:24]=[CH:25][C:20]([C:12]([S:5][CH2:4][CH2:3][NH2:2])([C:14]2[CH:19]=[CH:18][CH:17]=[CH:16][CH:15]=2)[C:6]2[CH:7]=[CH:8][CH:9]=[CH:10][CH:11]=2)=[CH:21][CH:22]=1.[ClH:1]. The catalyst class is: 15.